Predict the reactants needed to synthesize the given product. From a dataset of Full USPTO retrosynthesis dataset with 1.9M reactions from patents (1976-2016). (1) Given the product [CH2:6]([O:5][C:3](=[O:4])[C:2]([S:14][C:11]([CH3:13])([CH3:12])[CH3:10])([CH3:9])[CH3:8])[CH3:7], predict the reactants needed to synthesize it. The reactants are: Br[C:2]([CH3:9])([CH3:8])[C:3]([O:5][CH2:6][CH3:7])=[O:4].[CH3:10][C:11]([SH:14])([CH3:13])[CH3:12].[OH-].[K+]. (2) Given the product [Cl:12][C:8]1[CH:7]=[C:6]2[C:11](=[CH:10][CH:9]=1)[C:2]([N:23]1[CH2:22][CH2:21][N:20]3[C:16]([C:15]([F:26])([F:14])[F:25])=[N:17][N:18]=[C:19]3[CH2:24]1)=[N:3][N:4]=[CH:5]2, predict the reactants needed to synthesize it. The reactants are: Cl[C:2]1[C:11]2[C:6](=[CH:7][C:8]([Cl:12])=[CH:9][CH:10]=2)[CH:5]=[N:4][N:3]=1.Cl.[F:14][C:15]([F:26])([F:25])[C:16]1[N:20]2[CH2:21][CH2:22][NH:23][CH2:24][C:19]2=[N:18][N:17]=1.C(N(CC)C(C)C)(C)C. (3) Given the product [ClH:7].[CH3:8][O:9][C:10]1[CH:11]=[C:12]([CH:31]=[C:32]([O:34][CH3:35])[CH:33]=1)[CH2:13][NH:14][C@@H:15]([CH3:30])[C@@H:16]([C:18]1[CH:19]=[CH:20][C:21]([OH:29])=[C:22]([NH:24][S:25]([CH3:28])(=[O:27])=[O:26])[CH:23]=1)[OH:17], predict the reactants needed to synthesize it. The reactants are: O1CCOCC1.[ClH:7].[CH3:8][O:9][C:10]1[CH:11]=[C:12]([CH:31]=[C:32]([O:34][CH3:35])[CH:33]=1)[CH2:13][NH:14][C@@H:15]([CH3:30])[C@@H:16]([C:18]1[CH:19]=[CH:20][C:21]([OH:29])=[C:22]([NH:24][S:25]([CH3:28])(=[O:27])=[O:26])[CH:23]=1)[OH:17]. (4) Given the product [CH3:23][O:24][C:25]([C:27]1[C:36]2[O:35][CH:34]=[C:33]([C:9]3[CH:14]=[N:13][CH:12]=[C:11]([C:15]4([OH:21])[CH2:16][CH2:17][O:18][CH2:19][CH2:20]4)[CH:10]=3)[O:32][C:31]=2[CH:30]=[CH:29][CH:28]=1)=[O:26], predict the reactants needed to synthesize it. The reactants are: CC1(C)C(C)(C)OB([C:9]2[CH:10]=[C:11]([C:15]3([OH:21])[CH2:20][CH2:19][O:18][CH2:17][CH2:16]3)[CH:12]=[N:13][CH:14]=2)O1.[CH3:23][O:24][C:25]([C:27]1[C:36]2[O:35][CH:34]=[C:33](Br)[O:32][C:31]=2[CH:30]=[CH:29][CH:28]=1)=[O:26].C(=O)([O-])[O-].[Na+].[Na+]. (5) Given the product [CH3:1][NH:2][S:3]([CH2:6][CH2:7][C:8]1[CH:9]=[C:10]2[C:14](=[CH:15][CH:16]=1)[NH:13][CH:12]=[C:11]2[C:21]1[CH2:22][CH2:23][N:18]([CH3:17])[CH2:19][CH:20]=1)(=[O:5])=[O:4], predict the reactants needed to synthesize it. The reactants are: [CH3:1][NH:2][S:3]([CH2:6][CH2:7][C:8]1[CH:9]=[C:10]2[C:14](=[CH:15][CH:16]=1)[NH:13][CH:12]=[CH:11]2)(=[O:5])=[O:4].[CH3:17][N:18]1[CH2:23][CH2:22][C:21](=O)[CH2:20][CH2:19]1.FC(F)(F)C(O)=O.C(=O)(O)[O-].[Na+]. (6) Given the product [CH3:22][C:9]1[S:8][C:7]([NH:6][C:23]2[CH:28]=[CH:27][CH:26]=[CH:25][N:24]=2)=[N:11][C:10]=1[C:12]1[CH:13]=[N:14][N:15]([CH2:17][NH:18][C:19](=[O:21])[CH3:20])[CH:16]=1, predict the reactants needed to synthesize it. The reactants are: C(NC[N:6]([C:23]1[CH:28]=[CH:27][CH:26]=[CH:25][N:24]=1)[C:7]1[S:8][C:9]([CH3:22])=[C:10]([C:12]2[CH:13]=[N:14][N:15]([CH2:17][NH:18][C:19](=[O:21])[CH3:20])[CH:16]=2)[N:11]=1)(=O)C. (7) Given the product [CH2:3]=[CH2:4].[CH2:7]=[CH:6][CH3:8].[CH:15]([CH:17]1[CH2:22][CH:21]2[CH2:23][CH:18]1[CH:19]=[CH:20]2)=[CH2:16].[CH:6](=[C:8]1[CH2:13][CH:12]2[CH2:14][CH:9]1[CH:10]=[CH:11]2)[CH3:7], predict the reactants needed to synthesize it. The reactants are: C=C.[CH2:3]=[CH:4]C.[CH:6]([CH:8]1[CH2:13][CH:12]2[CH2:14][CH:9]1[CH:10]=[CH:11]2)=[CH2:7].[CH:15](=[C:17]1[CH2:22][CH:21]2[CH2:23][CH:18]1[CH:19]=[CH:20]2)[CH3:16].[H][H].[Al](Cl)(CC)CC. (8) Given the product [ClH:24].[F:1][C:2]1[CH:7]=[C:6]([F:8])[CH:5]=[CH:4][C:3]=1[CH:9]([F:23])[CH:10]1[CH2:15][CH2:14][NH:13][CH2:12][CH2:11]1, predict the reactants needed to synthesize it. The reactants are: [F:1][C:2]1[CH:7]=[C:6]([F:8])[CH:5]=[CH:4][C:3]=1[CH:9]([F:23])[CH:10]1[CH2:15][CH2:14][N:13](C(OC(C)(C)C)=O)[CH2:12][CH2:11]1.[ClH:24]. (9) Given the product [CH2:7]([N:14]1[CH2:29][CH2:28][N:17]2[C:18]3[N:27]=[CH:26][CH:25]=[CH:24][C:19]=3[NH:20][CH2:21][CH2:22][CH:16]2[CH2:15]1)[C:8]1[CH:13]=[CH:12][CH:11]=[CH:10][CH:9]=1, predict the reactants needed to synthesize it. The reactants are: [H-].[H-].[H-].[H-].[Li+].[Al+3].[CH2:7]([N:14]1[CH2:29][CH2:28][N:17]2[C:18]3[N:27]=[CH:26][CH:25]=[CH:24][C:19]=3[NH:20][C:21](=O)[CH2:22][CH:16]2[CH2:15]1)[C:8]1[CH:13]=[CH:12][CH:11]=[CH:10][CH:9]=1. (10) Given the product [Br:7][C:4]1[S:3][C:2]([O:18][C:9]2[CH:10]=[CH:11][C:12]3[C:17](=[CH:16][CH:15]=[CH:14][CH:13]=3)[CH:8]=2)=[N:6][CH:5]=1, predict the reactants needed to synthesize it. The reactants are: Br[C:2]1[S:3][C:4]([Br:7])=[CH:5][N:6]=1.[CH:8]1[C:17]2[C:12](=[CH:13][CH:14]=[CH:15][CH:16]=2)[CH:11]=[CH:10][C:9]=1[OH:18].C(=O)([O-])[O-].[K+].[K+].